The task is: Predict the reactants needed to synthesize the given product.. This data is from Full USPTO retrosynthesis dataset with 1.9M reactions from patents (1976-2016). (1) Given the product [Cl:7][C:8]1[CH:9]=[CH:10][C:11]([C:14]2[N:15]([CH2:20][CH:21]=[CH2:22])[C:16](=[O:19])[N:17]([CH2:24][C:25]([O:27][CH3:28])=[O:26])[N:18]=2)=[CH:12][CH:13]=1, predict the reactants needed to synthesize it. The reactants are: C(=O)([O-])[O-].[K+].[K+].[Cl:7][C:8]1[CH:13]=[CH:12][C:11]([C:14]2[N:15]([CH2:20][CH:21]=[CH2:22])[C:16](=[O:19])[NH:17][N:18]=2)=[CH:10][CH:9]=1.Cl[CH2:24][C:25]([O:27][CH3:28])=[O:26]. (2) Given the product [F:28][C:3]1[C:2]([N:29]2[CH2:34][CH2:33][O:32][CH2:31][CH2:30]2)=[CH:7][CH:6]=[CH:5][C:4]=1[N:8]1[CH:13]=[C:12]([O:14][CH3:15])[C:11](=[O:16])[C:10]([C:17]2[N:21]([C:22]3[CH:27]=[CH:26][CH:25]=[CH:24][CH:23]=3)[N:20]=[CH:19][CH:18]=2)=[N:9]1, predict the reactants needed to synthesize it. The reactants are: Br[C:2]1[C:3]([F:28])=[C:4]([N:8]2[CH:13]=[C:12]([O:14][CH3:15])[C:11](=[O:16])[C:10]([C:17]3[N:21]([C:22]4[CH:27]=[CH:26][CH:25]=[CH:24][CH:23]=4)[N:20]=[CH:19][CH:18]=3)=[N:9]2)[CH:5]=[CH:6][CH:7]=1.[NH:29]1[CH2:34][CH2:33][O:32][CH2:31][CH2:30]1.CC([O-])(C)C.[Na+].CC1(C)C2C(=C(P(C3C=CC=CC=3)C3C=CC=CC=3)C=CC=2)OC2C(P(C3C=CC=CC=3)C3C=CC=CC=3)=CC=CC1=2. (3) Given the product [Br:29][C:8]1[N:9]=[C:10]([O:26][CH3:27])[C:11]([C:13]2[CH:18]=[CH:17][C:16]([O:19][C:20]([F:23])([F:22])[F:21])=[CH:15][C:14]=2[O:24][CH3:25])=[N:12][C:7]=1[CH2:5][CH3:6], predict the reactants needed to synthesize it. The reactants are: N([O-])=O.[Na+].[CH2:5]([C:7]1[C:8](N)=[N:9][C:10]([O:26][CH3:27])=[C:11]([C:13]2[CH:18]=[CH:17][C:16]([O:19][C:20]([F:23])([F:22])[F:21])=[CH:15][C:14]=2[O:24][CH3:25])[N:12]=1)[CH3:6].[BrH:29]. (4) Given the product [CH3:29][N:15]([CH2:14][C@H:11]1[CH2:12][CH2:13][C@H:8]([CH2:7][O:6][CH2:5]/[CH:4]=[CH:3]/[CH2:2][N:30]2[CH2:35][CH2:34][CH2:33][CH2:32][CH2:31]2)[CH2:9][CH2:10]1)[S:16]([C:19]1[CH:24]=[CH:23][C:22]([C:25]([F:28])([F:27])[F:26])=[CH:21][CH:20]=1)(=[O:18])=[O:17], predict the reactants needed to synthesize it. The reactants are: Br[CH2:2]/[CH:3]=[CH:4]/[CH2:5][O:6][CH2:7][C@H:8]1[CH2:13][CH2:12][C@H:11]([CH2:14][N:15]([CH3:29])[S:16]([C:19]2[CH:24]=[CH:23][C:22]([C:25]([F:28])([F:27])[F:26])=[CH:21][CH:20]=2)(=[O:18])=[O:17])[CH2:10][CH2:9]1.[NH:30]1[CH2:35][CH2:34][CH2:33][CH2:32][CH2:31]1. (5) Given the product [C:1]([OH:8])(=[O:7])/[CH:2]=[CH:3]/[C:4]([OH:6])=[O:5].[CH2:9]([C:13]1[CH:14]=[C:15]2[N:20]([C:21]=1[C:22]([C:24]1[CH:29]=[CH:28][C:27]([CH2:30][CH2:31][CH2:32][N:33]([CH2:37][CH2:38][CH3:39])[CH2:34][CH2:35][CH3:36])=[CH:26][CH:25]=1)=[O:23])[CH:19]=[CH:18][CH:17]=[CH:16]2)[CH2:10][CH2:11][CH3:12], predict the reactants needed to synthesize it. The reactants are: [C:1]([OH:8])(=[O:7])/[CH:2]=[CH:3]/[C:4]([OH:6])=[O:5].[CH2:9]([C:13]1[CH:14]=[C:15]2[N:20]([C:21]=1[C:22]([C:24]1[CH:29]=[CH:28][C:27]([CH2:30][CH2:31][CH2:32][N:33]([CH2:37][CH2:38][CH3:39])[CH2:34][CH2:35][CH3:36])=[CH:26][CH:25]=1)=[O:23])[CH:19]=[CH:18][CH:17]=[CH:16]2)[CH2:10][CH2:11][CH3:12]. (6) The reactants are: Br[CH2:2][C:3]([O:5][C:6]([CH3:9])([CH3:8])[CH3:7])=[O:4].[Cl:10][C:11]1[CH:12]=[C:13]([OH:18])[CH:14]=[CH:15][C:16]=1[F:17].C([O-])([O-])=O.[K+].[K+]. Given the product [Cl:10][C:11]1[CH:12]=[C:13]([CH:14]=[CH:15][C:16]=1[F:17])[O:18][CH2:2][C:3]([O:5][C:6]([CH3:9])([CH3:8])[CH3:7])=[O:4], predict the reactants needed to synthesize it. (7) Given the product [Br:5][C:6]1[CH:7]=[N:8][CH:9]=[C:10]([O:4][CH3:3])[CH:11]=1, predict the reactants needed to synthesize it. The reactants are: [H-].[Na+].[CH3:3][OH:4].[Br:5][C:6]1[CH:7]=[N:8][CH:9]=[C:10](Br)[CH:11]=1. (8) Given the product [CH:1]1([CH2:7][C:8]2[N:12]([CH3:33])[C:11]([C:13]([O:15][CH3:16])=[O:14])=[CH:10][C:9]=2[C:17]2[CH:22]=[C:21]([C:23]([CH3:24])([CH3:26])[CH3:25])[CH:20]=[C:19]([C:27]([CH3:30])([CH3:29])[CH3:28])[CH:18]=2)[CH2:6][CH2:5][CH2:4][CH2:3][CH2:2]1, predict the reactants needed to synthesize it. The reactants are: [CH:1]1([CH2:7][C:8]2[NH:12][C:11]([C:13]([O:15][CH3:16])=[O:14])=[CH:10][C:9]=2[C:17]2[CH:22]=[C:21]([C:23]([CH3:26])([CH3:25])[CH3:24])[CH:20]=[C:19]([C:27]([CH3:30])([CH3:29])[CH3:28])[CH:18]=2)[CH2:6][CH2:5][CH2:4][CH2:3][CH2:2]1.[H-].[Na+].[CH3:33]I. (9) Given the product [CH3:25][C:24]1[CH:23]=[C:22]([CH3:26])[NH:21][C:20](=[O:27])[C:19]=1[CH2:18][NH:17][C:15]([C:4]1[C:5]2[C:10]([CH3:11])=[N:9][N:8]([CH:12]([CH3:14])[CH3:13])[C:6]=2[N:7]=[C:2]([C:38]2[CH:37]=[N:36][C:35]([N:32]3[CH2:31][CH2:30][N:29]([CH3:28])[CH2:34][CH2:33]3)=[CH:40][CH:39]=2)[CH:3]=1)=[O:16], predict the reactants needed to synthesize it. The reactants are: Cl[C:2]1[CH:3]=[C:4]([C:15]([NH:17][CH2:18][C:19]2[C:20](=[O:27])[NH:21][C:22]([CH3:26])=[CH:23][C:24]=2[CH3:25])=[O:16])[C:5]2[C:10]([CH3:11])=[N:9][N:8]([CH:12]([CH3:14])[CH3:13])[C:6]=2[N:7]=1.[CH3:28][N:29]1[CH2:34][CH2:33][N:32]([C:35]2[CH:40]=[CH:39][C:38](B3OC(C)(C)C(C)(C)O3)=[CH:37][N:36]=2)[CH2:31][CH2:30]1.C(=O)([O-])[O-].[Na+].[Na+]. (10) Given the product [CH2:1]([C:4]1[CH:5]=[N:6][C:7]([N:10]2[CH2:14][C@H:13]([S:15][C:16]([C:29]3[CH:34]=[CH:33][CH:32]=[CH:31][CH:30]=3)([C:23]3[CH:24]=[CH:25][CH:26]=[CH:27][CH:28]=3)[C:17]3[CH:22]=[CH:21][CH:20]=[CH:19][CH:18]=3)[CH2:12][C@H:11]2[CH2:35][N:60]2[C:56](=[O:66])[C:57]3[C:58](=[CH:62][CH:63]=[CH:64][CH:65]=3)[C:59]2=[O:61])=[N:8][CH:9]=1)[CH2:2][CH3:3], predict the reactants needed to synthesize it. The reactants are: [CH2:1]([C:4]1[CH:5]=[N:6][C:7]([N:10]2[CH2:14][C@H:13]([S:15][C:16]([C:29]3[CH:34]=[CH:33][CH:32]=[CH:31][CH:30]=3)([C:23]3[CH:28]=[CH:27][CH:26]=[CH:25][CH:24]=3)[C:17]3[CH:22]=[CH:21][CH:20]=[CH:19][CH:18]=3)[CH2:12][C@H:11]2[CH2:35]O)=[N:8][CH:9]=1)[CH2:2][CH3:3].C1(P(C2C=CC=CC=2)C2C=CC=CC=2)C=CC=CC=1.[C:56]1(=[O:66])[NH:60][C:59](=[O:61])[C:58]2=[CH:62][CH:63]=[CH:64][CH:65]=[C:57]12.CCOC(/N=N/C(OCC)=O)=O.